The task is: Predict the product of the given reaction.. This data is from Forward reaction prediction with 1.9M reactions from USPTO patents (1976-2016). (1) Given the reactants S(=O)(=O)(O)O.[CH3:6][S:7][C:8]1[N:13]=[CH:12][C:11](N)=[CH:10][CH:9]=1.N([O-])=[O:16].[Na+].C(=O)(O)[O-].[Na+], predict the reaction product. The product is: [CH3:6][S:7][C:8]1[N:13]=[CH:12][C:11]([OH:16])=[CH:10][CH:9]=1. (2) Given the reactants CS(O[CH2:6][CH2:7]/[CH:8]=[CH:9]/[C:10]1[CH:15]=[CH:14][C:13]([CH2:16][C:17]2[C:18]([O:25][C@@H:26]3[O:43][C@H:42]([CH2:44][O:45][C:46](=[O:48])[CH3:47])[C@@H:37]([O:38][C:39](=[O:41])[CH3:40])[C@H:32]([O:33][C:34](=[O:36])[CH3:35])[C@H:27]3[O:28][C:29](=[O:31])[CH3:30])=[N:19][NH:20][C:21]=2[CH:22]([CH3:24])[CH3:23])=[C:12]([CH3:49])[CH:11]=1)(=O)=O.Cl.[CH2:51]1[C:56]2([CH2:61][CH2:60][N:59]([C:62]([O:64][C:65]([CH3:68])([CH3:67])[CH3:66])=[O:63])[CH2:58][CH2:57]2)[CH2:55][CH2:54][CH2:53][NH:52]1.C(N(C(C)C)CC)(C)C, predict the reaction product. The product is: [CH3:49][C:12]1[CH:11]=[C:10](/[CH:9]=[CH:8]/[CH2:7][CH2:6][N:52]2[CH2:53][CH2:54][CH2:55][C:56]3([CH2:57][CH2:58][N:59]([C:62]([O:64][C:65]([CH3:68])([CH3:67])[CH3:66])=[O:63])[CH2:60][CH2:61]3)[CH2:51]2)[CH:15]=[CH:14][C:13]=1[CH2:16][C:17]1[C:18]([O:25][C@@H:26]2[O:43][C@H:42]([CH2:44][O:45][C:46](=[O:48])[CH3:47])[C@@H:37]([O:38][C:39](=[O:41])[CH3:40])[C@H:32]([O:33][C:34](=[O:36])[CH3:35])[C@H:27]2[O:28][C:29](=[O:31])[CH3:30])=[N:19][NH:20][C:21]=1[CH:22]([CH3:24])[CH3:23]. (3) Given the reactants [Br:1][C:2]1[CH:7]=[CH:6][CH:5]=[C:4]([CH:8]=[C:9]([N+:11]([O-])=O)[CH3:10])[CH:3]=1.[H-].[H-].[H-].[H-].[Li+].[Al+3], predict the reaction product. The product is: [Br:1][C:2]1[CH:3]=[C:4]([CH2:8][CH:9]([NH2:11])[CH3:10])[CH:5]=[CH:6][CH:7]=1. (4) Given the reactants [CH3:1][O:2][C:3](=[O:22])[C:4]1[CH:9]=[CH:8][CH:7]=[C:6]([S:10][C:11]2[C:19]3[C:14](=[CH:15][C:16]([Cl:20])=[CH:17][CH:18]=3)[NH:13][C:12]=2[CH3:21])[CH:5]=1.N[C@@H:24]1[CH2:29][CH2:28][CH2:27][CH2:26][C@H:25]1N.IC1C=CC=CC=1.[O-]P([O-])([O-])=O.[K+].[K+].[K+], predict the reaction product. The product is: [CH3:1][O:2][C:3](=[O:22])[C:4]1[CH:9]=[CH:8][CH:7]=[C:6]([S:10][C:11]2[C:19]3[C:14](=[CH:15][C:16]([Cl:20])=[CH:17][CH:18]=3)[N:13]([C:24]3[CH:29]=[CH:28][CH:27]=[CH:26][CH:25]=3)[C:12]=2[CH3:21])[CH:5]=1. (5) Given the reactants [OH:1][CH:2]1[CH2:25][NH:24][CH2:23][CH2:22][C:3]21[C:7](=[O:8])[N:6]([C:9]1[CH:14]=[CH:13][C:12]([O:15][CH:16]([CH3:21])[C:17]([F:20])([F:19])[F:18])=[CH:11][CH:10]=1)[CH2:5][CH2:4]2.[CH3:26][N:27]1[C:31]([S:32](Cl)(=[O:34])=[O:33])=[CH:30][CH:29]=[N:28]1, predict the reaction product. The product is: [OH:1][CH:2]1[CH2:25][N:24]([S:32]([C:31]2[N:27]([CH3:26])[N:28]=[CH:29][CH:30]=2)(=[O:34])=[O:33])[CH2:23][CH2:22][C:3]21[C:7](=[O:8])[N:6]([C:9]1[CH:14]=[CH:13][C:12]([O:15][CH:16]([CH3:21])[C:17]([F:20])([F:18])[F:19])=[CH:11][CH:10]=1)[CH2:5][CH2:4]2. (6) Given the reactants [C:1]([C:5]1[CH:23]=[C:8]2[N:9]=[C:10]([CH3:22])[C:11]([CH:14]([CH2:19][CH2:20][CH3:21])[C:15]([O:17][CH3:18])=[O:16])=[C:12](Cl)[N:7]2[N:6]=1)([CH3:4])([CH3:3])[CH3:2].CC1(C)C(C)(C)OB([C:32]2[CH:33]=[CH:34][C:35]3[O:39][CH:38]=[CH:37][C:36]=3[CH:40]=2)O1.C(N(C(C)C)CC)(C)C, predict the reaction product. The product is: [C:1]([C:5]1[CH:23]=[C:8]2[N:9]=[C:10]([CH3:22])[C:11]([CH:14]([CH2:19][CH2:20][CH3:21])[C:15]([O:17][CH3:18])=[O:16])=[C:12]([C:32]3[CH:33]=[CH:34][C:35]4[O:39][CH:38]=[CH:37][C:36]=4[CH:40]=3)[N:7]2[N:6]=1)([CH3:4])([CH3:3])[CH3:2]. (7) Given the reactants [CH3:1][C:2]1[C:6]([N+:7]([O-])=O)=[C:5]([O:10][C:11]2[N:15]([C:16]3[CH:21]=[CH:20][CH:19]=[CH:18][CH:17]=3)[N:14]=[C:13]([CH3:22])[CH:12]=2)[N:4]([C:23]2[CH:28]=[CH:27][CH:26]=[CH:25][CH:24]=2)[N:3]=1.C([O-])(O)=O.[Na+], predict the reaction product. The product is: [CH3:1][C:2]1[C:6]([NH2:7])=[C:5]([O:10][C:11]2[N:15]([C:16]3[CH:21]=[CH:20][CH:19]=[CH:18][CH:17]=3)[N:14]=[C:13]([CH3:22])[CH:12]=2)[N:4]([C:23]2[CH:28]=[CH:27][CH:26]=[CH:25][CH:24]=2)[N:3]=1.